This data is from Reaction yield outcomes from USPTO patents with 853,638 reactions. The task is: Predict the reaction yield, written as a fraction of the theoretical maximum amount of product (1.0 means a 100% yield; for example, 0.34 means a 34% yield). The reactants are [CH:1]([C:3]1[CH:13]=[C:12]([O:14][CH3:15])[C:11]([O:16][CH3:17])=[CH:10][C:4]=1[C:5](N(C)C)=[O:6])=[O:2].[C-]#N.[K+].C1OCCOCCOCCOCCOCCOC1.C[Si]([C:43]#[N:44])(C)C.C(=O)(O)[O-].[Na+]. The catalyst is ClCCl. The product is [CH3:15][O:14][C:12]1[CH:13]=[C:3]2[C:4](=[CH:10][C:11]=1[O:16][CH3:17])[CH:5]([C:43]#[N:44])[O:6][C:1]2=[O:2]. The yield is 0.930.